Dataset: Full USPTO retrosynthesis dataset with 1.9M reactions from patents (1976-2016). Task: Predict the reactants needed to synthesize the given product. (1) Given the product [C:1]([O:5][C:6]1[CH:7]=[C:8]([CH:22]=[C:23]([Cl:30])[C:24]=1[O:25][C:26]([CH3:29])([CH3:28])[CH3:27])[C:9]([NH:11][C:12]1[CH:13]=[CH:14][C:15]([C:16]([OH:18])=[O:17])=[CH:20][CH:21]=1)=[O:10])([CH3:4])([CH3:3])[CH3:2], predict the reactants needed to synthesize it. The reactants are: [C:1]([O:5][C:6]1[CH:7]=[C:8]([CH:22]=[C:23]([Cl:30])[C:24]=1[O:25][C:26]([CH3:29])([CH3:28])[CH3:27])[C:9]([NH:11][C:12]1[CH:21]=[CH:20][C:15]([C:16]([O:18]C)=[O:17])=[CH:14][CH:13]=1)=[O:10])([CH3:4])([CH3:3])[CH3:2]. (2) Given the product [CH3:8][C:3]1[CH:4]=[CH:5][CH:6]=[CH:7][C:2]=1[N:9]1[CH2:14][CH2:13][O:12][CH2:11][CH2:10]1, predict the reactants needed to synthesize it. The reactants are: Br[C:2]1[CH:7]=[CH:6][CH:5]=[CH:4][C:3]=1[CH3:8].[NH:9]1[CH2:14][CH2:13][O:12][CH2:11][CH2:10]1.CC(C)([O-])C.[Na+]. (3) Given the product [OH:19][CH2:18][C@@H:17]([NH:16][C:9](=[O:10])[O:11][C:12]([CH3:13])([CH3:14])[CH3:15])[C@H:20]([OH:24])[CH2:21][S:22][CH3:23], predict the reactants needed to synthesize it. The reactants are: [C:9](O[C:9]([O:11][C:12]([CH3:15])([CH3:14])[CH3:13])=[O:10])([O:11][C:12]([CH3:15])([CH3:14])[CH3:13])=[O:10].[NH2:16][C@@H:17]([C@H:20]([OH:24])[CH2:21][S:22][CH3:23])[CH2:18][OH:19]. (4) Given the product [O:20]=[C:19]1[C:11]2[NH:12][C:13]3[CH:14]=[CH:15][CH:16]=[CH:17][C:18]=3[C:10]=2[N:9]=[C:8]([S:21][CH2:25][C:26]([OH:28])=[O:27])[N:7]1[C:1]1[CH:2]=[CH:3][CH:4]=[CH:5][CH:6]=1, predict the reactants needed to synthesize it. The reactants are: [C:1]1([N:7]2[C:19](=[O:20])[C:11]3[NH:12][C:13]4[CH:14]=[CH:15][CH:16]=[CH:17][C:18]=4[C:10]=3[NH:9][C:8]2=[S:21])[CH:6]=[CH:5][CH:4]=[CH:3][CH:2]=1.[OH-].[K+].Cl[CH2:25][C:26]([OH:28])=[O:27]. (5) The reactants are: [NH:1]1[C:9]2[CH:8]=[CH:7][CH:6]=[C:5]([CH:10]=O)[C:4]=2[C:3]([CH:12]=O)=[N:2]1.[NH2:14][C:15]1[CH:20]=[CH:19][CH:18]=[CH:17][C:16]=1[NH2:21]. Given the product [NH:14]1[C:15]2[CH:20]=[CH:19][CH:18]=[CH:17][C:16]=2[N:21]=[C:12]1[C:3]1[C:4]2[C:9](=[CH:8][CH:7]=[CH:6][C:5]=2[C:10]2[NH:21][C:16]3[CH:17]=[CH:18][CH:19]=[CH:20][C:15]=3[N:14]=2)[NH:1][N:2]=1, predict the reactants needed to synthesize it. (6) Given the product [S:1]1[C:5]2[CH:6]=[CH:7][C:8]([CH2:10][CH2:11][O:12][CH2:13][CH2:14][CH2:15][N:16]3[CH2:20][CH2:19][CH:18]([NH2:21])[CH2:17]3)=[CH:9][C:4]=2[CH:3]=[CH:2]1, predict the reactants needed to synthesize it. The reactants are: [S:1]1[C:5]2[CH:6]=[CH:7][C:8]([CH2:10][CH2:11][O:12][CH2:13][CH2:14][CH2:15][N:16]3[CH2:20][CH2:19][CH:18]([NH:21]C(=O)[O-])[CH2:17]3)=[CH:9][C:4]=2[CH:3]=[CH:2]1.Cl.O.[OH-].[Na+]. (7) Given the product [C:25]([O:24][C:22]([NH:21][C@@H:10]1[CH2:9][C@H:8]([C:7]2[CH:6]=[CH:5][N:4]=[CH:3][C:2]=2[N:1]=[C:29]=[S:30])[CH2:13][C@H:12]([CH3:14])[C@@H:11]1[N:15]([CH3:20])[C:16](=[O:19])[O:17][CH3:18])=[O:23])([CH3:27])([CH3:26])[CH3:28], predict the reactants needed to synthesize it. The reactants are: [NH2:1][C:2]1[CH:3]=[N:4][CH:5]=[CH:6][C:7]=1[C@@H:8]1[CH2:13][C@H:12]([CH3:14])[C@H:11]([N:15]([CH3:20])[C:16](=[O:19])[O:17][CH3:18])[C@H:10]([NH:21][C:22]([O:24][C:25]([CH3:28])([CH3:27])[CH3:26])=[O:23])[CH2:9]1.[C:29](N1C=CN=C1)(N1C=CN=C1)=[S:30].